Regression. Given a peptide amino acid sequence and an MHC pseudo amino acid sequence, predict their binding affinity value. This is MHC class I binding data. From a dataset of Peptide-MHC class I binding affinity with 185,985 pairs from IEDB/IMGT. (1) The peptide sequence is LAISAVYFK. The MHC is HLA-A33:01 with pseudo-sequence HLA-A33:01. The binding affinity (normalized) is 0.358. (2) The peptide sequence is KDLQKVCYV. The MHC is H-2-Kk with pseudo-sequence H-2-Kk. The binding affinity (normalized) is 0.296.